This data is from Full USPTO retrosynthesis dataset with 1.9M reactions from patents (1976-2016). The task is: Predict the reactants needed to synthesize the given product. (1) Given the product [C:24]([NH:28][C:21]([C:11]1[CH:12]=[C:13]([C:14]2[CH:19]=[C:18]([CH3:20])[CH:17]=[CH:16][N:15]=2)[N:9]([C:6]2[CH:7]=[N:8][C:3]([O:2][CH3:1])=[CH:4][CH:5]=2)[N:10]=1)=[O:22])([CH3:27])([CH3:26])[CH3:25], predict the reactants needed to synthesize it. The reactants are: [CH3:1][O:2][C:3]1[N:8]=[CH:7][C:6]([N:9]2[C:13]([C:14]3[CH:19]=[C:18]([CH3:20])[CH:17]=[CH:16][N:15]=3)=[CH:12][C:11]([C:21](O)=[O:22])=[N:10]2)=[CH:5][CH:4]=1.[C:24]([NH2:28])([CH3:27])([CH3:26])[CH3:25]. (2) Given the product [C:22]1([NH:21][C:2]2[CH:3]=[CH:4][C:5]3[N:6]([C:15]4[CH:20]=[CH:19][CH:18]=[CH:17][CH:16]=4)[C:7]4[C:12]([C:13]=3[CH:14]=2)=[CH:11][CH:10]=[CH:9][CH:8]=4)[C:31]2[C:26](=[CH:27][CH:28]=[CH:29][CH:30]=2)[CH:25]=[CH:24][CH:23]=1, predict the reactants needed to synthesize it. The reactants are: I[C:2]1[CH:3]=[CH:4][C:5]2[N:6]([C:15]3[CH:20]=[CH:19][CH:18]=[CH:17][CH:16]=3)[C:7]3[C:12]([C:13]=2[CH:14]=1)=[CH:11][CH:10]=[CH:9][CH:8]=3.[NH2:21][C:22]1[C:31]2[C:26](=[CH:27][CH:28]=[CH:29][CH:30]=2)[CH:25]=[CH:24][CH:23]=1.C(P(C(C)(C)C)C(C)(C)C)(C)(C)C.CC(C)([O-])C.[Na+]. (3) Given the product [C:33]1([C:29]2[CH:28]=[CH:27][CH:32]=[CH:31][CH:30]=2)[CH:34]=[CH:35][C:36]([CH2:39][N:15]([CH2:16][C:17]([OH:19])=[O:18])[S:12]([C:7]2[CH:8]=[C:9]3[C:4](=[CH:5][CH:6]=2)[O:3][C:2]([CH3:1])([CH3:24])[CH2:11][CH2:10]3)(=[O:13])=[O:14])=[CH:37][CH:38]=1, predict the reactants needed to synthesize it. The reactants are: [CH3:1][C:2]1([CH3:24])[CH2:11][CH2:10][C:9]2[C:4](=[CH:5][CH:6]=[C:7]([S:12]([NH:15][CH2:16][C:17]([O:19]C(C)(C)C)=[O:18])(=[O:14])=[O:13])[CH:8]=2)[O:3]1.BrC[C:27]1[CH:28]=[C:29]([C:33]2[CH:38]=[CH:37][CH:36]=[CH:35][CH:34]=2)[CH:30]=[CH:31][CH:32]=1.[CH3:39]CN(P1(N(C)CCCN1C)=NC(C)(C)C)CC. (4) The reactants are: [Cl:1][C:2]1[N:7]=[C:6]([NH2:8])[CH:5]=[C:4]([Cl:9])[N:3]=1.[CH2:10]([O:12][C:13](=[O:18])[C:14](=O)[CH2:15]Br)[CH3:11]. Given the product [CH2:10]([O:12][C:13]([C:14]1[N:8]=[C:6]2[CH:5]=[C:4]([Cl:9])[N:3]=[C:2]([Cl:1])[N:7]2[CH:15]=1)=[O:18])[CH3:11], predict the reactants needed to synthesize it. (5) Given the product [OH:34][C@@H:29]1[CH2:30][CH2:31][CH2:32][CH2:33][C@H:28]1[NH:27][C:3](=[O:12])[C:4]1[CH:9]=[C:8]([C:19]2[CH:20]=[CH:21][C:16]([O:15][C:14]([F:26])([F:25])[F:13])=[CH:17][CH:18]=2)[C:7]([O:39][CH2:38][CH2:37][O:36][CH3:35])=[N:6][CH:5]=1, predict the reactants needed to synthesize it. The reactants are: CO[C:3](=[O:12])[C:4]1[CH:9]=[C:8](Br)[C:7](Cl)=[N:6][CH:5]=1.[F:13][C:14]([F:26])([F:25])[O:15][C:16]1[CH:21]=[CH:20][C:19](B(O)O)=[CH:18][CH:17]=1.[NH2:27][C@@H:28]1[CH2:33][CH2:32][CH2:31][CH2:30][C@H:29]1[OH:34].[CH3:35][O:36][CH2:37][CH2:38][OH:39].